Dataset: Forward reaction prediction with 1.9M reactions from USPTO patents (1976-2016). Task: Predict the product of the given reaction. (1) Given the reactants Cl[C:2]1[CH:7]=[CH:6][N:5]=[C:4]([C:8]([NH2:10])=[O:9])[CH:3]=1.FC(F)(F)C(O)=O.NC1C(C2C=CC(CC(N)=O)=CC=2)=C(OC2C=CC(NC(NC(=O)CC3C=CC(F)=CC=3)=O)=CC=2F)C=CN=1.[NH2:57][C:58]1[CH:63]=[C:62]([F:64])[C:61]([OH:65])=[C:60]([F:66])[CH:59]=1, predict the reaction product. The product is: [NH2:57][C:58]1[CH:63]=[C:62]([F:64])[C:61]([O:65][C:2]2[CH:7]=[CH:6][N:5]=[C:4]([C:8]([NH2:10])=[O:9])[CH:3]=2)=[C:60]([F:66])[CH:59]=1. (2) Given the reactants Cl[C:2]1[CH:9]=[CH:8][CH:7]=[C:4]([C:5]#[N:6])[C:3]=1[C:10]#[N:11].[C:12]1(B(O)O)[C:21]2[C:16](=[CH:17][CH:18]=[CH:19][CH:20]=2)[CH:15]=[CH:14][CH:13]=1.[F-].[Cs+], predict the reaction product. The product is: [C:20]1([C:2]2[CH:9]=[CH:8][CH:7]=[C:4]([C:5]#[N:6])[C:3]=2[C:10]#[N:11])[C:21]2[C:16](=[CH:15][CH:14]=[CH:13][CH:12]=2)[CH:17]=[CH:18][CH:19]=1. (3) Given the reactants [Cl:1][C:2]1[CH:3]=[C:4]([CH:8]=[CH:9][CH:10]=1)[C:5](=[NH:7])[NH2:6].[CH:11]1([C:14](=O)[CH2:15][C:16](OCC)=[O:17])[CH2:13][CH2:12]1.C[O-].[Na+].CO, predict the reaction product. The product is: [Cl:1][C:2]1[CH:3]=[C:4]([C:5]2[NH:6][C:16](=[O:17])[CH:15]=[C:14]([CH:11]3[CH2:13][CH2:12]3)[N:7]=2)[CH:8]=[CH:9][CH:10]=1. (4) Given the reactants [C:1]([C:5]1[N:10]=[C:9](Cl)[C:8]([C:12]([NH:14][S:15]([C:18]2[CH:23]=[CH:22][CH:21]=[C:20]([F:24])[N:19]=2)(=[O:17])=[O:16])=[O:13])=[CH:7][CH:6]=1)([CH3:4])([CH3:3])[CH3:2].[C:25]1(B(O)O)[CH2:30][CH2:29][CH2:28][CH2:27][CH:26]=1.C(=O)([O-])[O-].[Na+].[Na+], predict the reaction product. The product is: [C:1]([C:5]1[CH:6]=[CH:7][C:8]([C:12]([NH:14][S:15]([C:18]2[CH:23]=[CH:22][CH:21]=[C:20]([F:24])[N:19]=2)(=[O:17])=[O:16])=[O:13])=[C:9]([C:25]2[CH2:30][CH2:29][CH2:28][CH2:27][CH:26]=2)[N:10]=1)([CH3:4])([CH3:3])[CH3:2]. (5) Given the reactants [N:1]1[NH:2][C:3](=[O:11])[CH:4]=[C:5]2[CH2:10][CH2:9][CH2:8][O:7][C:6]=12.[H-].[Na+].C1C=CC(N([S:21]([C:24]([F:27])([F:26])[F:25])(=[O:23])=[O:22])[S:21]([C:24]([F:27])([F:26])[F:25])(=[O:23])=[O:22])=CC=1, predict the reaction product. The product is: [F:25][C:24]([F:27])([F:26])[S:21]([O:11][C:3]1[N:2]=[N:1][C:6]2[O:7][CH2:8][CH2:9][CH2:10][C:5]=2[CH:4]=1)(=[O:23])=[O:22]. (6) Given the reactants [ClH:1].Cl.[NH2:3][C:4]1[CH:23]=[CH:22][C:7]2[CH:8]=[C:9]([C:11]([NH:13][C@@H:14]3[CH:19]4[CH2:20][CH2:21][N:16]([CH2:17][CH2:18]4)[CH2:15]3)=[O:12])[S:10][C:6]=2[CH:5]=1.[CH2:24]([N:26]([CH2:29][CH3:30])[CH2:27]C)C, predict the reaction product. The product is: [ClH:1].[N:16]12[CH2:21][CH2:20][CH:19]([CH2:18][CH2:17]1)[C@@H:14]([NH:13][C:11]([C:9]1[S:10][C:6]3[CH:5]=[C:4]([NH:3][C:11]([NH:13][C:14]4[CH:15]=[CH:30][C:29]([N:26]([CH3:24])[CH3:27])=[CH:18][CH:19]=4)=[O:12])[CH:23]=[CH:22][C:7]=3[CH:8]=1)=[O:12])[CH2:15]2. (7) Given the reactants Cl.[F:2][C:3]1[C:8]([F:9])=[CH:7][CH:6]=[CH:5][C:4]=1[CH:10]1[CH2:13][C:12]2([CH2:18][CH2:17][NH:16][CH2:15][CH2:14]2)[CH2:11]1.C1([O:25][C:26](=O)[NH:27][C:28]2[O:32][N:31]=[C:30]([CH3:33])[C:29]=2[CH3:34])C=CC=CC=1, predict the reaction product. The product is: [F:2][C:3]1[C:8]([F:9])=[CH:7][CH:6]=[CH:5][C:4]=1[CH:10]1[CH2:13][C:12]2([CH2:14][CH2:15][N:16]([C:26]([NH:27][C:28]3[O:32][N:31]=[C:30]([CH3:33])[C:29]=3[CH3:34])=[O:25])[CH2:17][CH2:18]2)[CH2:11]1. (8) Given the reactants [C:1]([C:5]1[CH:10]=[CH:9][C:8]([C:11]2[NH:12][C:13]([C:25]3[CH:30]=[CH:29][C:28]([Cl:31])=[CH:27][CH:26]=3)([CH3:24])[C:14]([C:17]3[CH:22]=[CH:21][C:20]([Cl:23])=[CH:19][CH:18]=3)([CH3:16])[N:15]=2)=[C:7]([O:32][CH2:33][CH3:34])[CH:6]=1)([CH3:4])([CH3:3])[CH3:2].[O:35]1[CH:39]=[CH:38][CH:37]=[C:36]1[C:40](Cl)=[O:41], predict the reaction product. The product is: [C:1]([C:5]1[CH:10]=[CH:9][C:8]([C:11]2[N:15]([C:40]([C:36]3[O:35][CH:39]=[CH:38][CH:37]=3)=[O:41])[C@@:14]([C:17]3[CH:22]=[CH:21][C:20]([Cl:23])=[CH:19][CH:18]=3)([CH3:16])[C@@:13]([C:25]3[CH:26]=[CH:27][C:28]([Cl:31])=[CH:29][CH:30]=3)([CH3:24])[N:12]=2)=[C:7]([O:32][CH2:33][CH3:34])[CH:6]=1)([CH3:2])([CH3:3])[CH3:4].